Dataset: Reaction yield outcomes from USPTO patents with 853,638 reactions. Task: Predict the reaction yield, written as a fraction of the theoretical maximum amount of product (1.0 means a 100% yield; for example, 0.34 means a 34% yield). The reactants are Cl.Cl.[CH2:3]([C:5]1[N:9]=[C:8]([CH:10]([CH2:13][NH2:14])[CH2:11][NH2:12])[O:7][N:6]=1)[CH3:4].[CH2:15](OC(OCC)OCC)C. The catalyst is C(O)C. The product is [CH2:3]([C:5]1[N:9]=[C:8]([CH:10]2[CH2:11][NH:12][CH:15]=[N:14][CH2:13]2)[O:7][N:6]=1)[CH3:4]. The yield is 0.580.